From a dataset of Full USPTO retrosynthesis dataset with 1.9M reactions from patents (1976-2016). Predict the reactants needed to synthesize the given product. Given the product [Br:17][C:18]1[CH:25]=[C:22]2[C:21]([O:26][C:8]3([N:11]4[CH2:16][CH2:15][O:14][CH2:13][CH2:12]4)[CH:9]([CH:23]2[OH:24])[CH2:10][C:5]2([O:4][CH2:3][CH2:2][O:1]2)[CH2:6][CH2:7]3)=[CH:20][CH:19]=1, predict the reactants needed to synthesize it. The reactants are: [O:1]1[C:5]2([CH2:10][CH2:9][C:8]([N:11]3[CH2:16][CH2:15][O:14][CH2:13][CH2:12]3)=[CH:7][CH2:6]2)[O:4][CH2:3][CH2:2]1.[Br:17][C:18]1[CH:19]=[CH:20][C:21]([OH:26])=[C:22]([CH:25]=1)[CH:23]=[O:24].C1(C)C=CC=CC=1.